Task: Predict the product of the given reaction.. Dataset: Forward reaction prediction with 1.9M reactions from USPTO patents (1976-2016) (1) Given the reactants Br[C:2]1[CH:7]=[CH:6][C:5]([CH:8]2[C:12]3[CH:13]=[C:14]([NH:19][C:20](=[O:26])[CH2:21][C:22]([CH3:25])([CH3:24])[CH3:23])[C:15]([CH3:18])=[C:16]([CH3:17])[C:11]=3[O:10][C:9]2([CH3:28])[CH3:27])=[CH:4][CH:3]=1.CN(C)[C:31](=[O:33])[CH3:32], predict the reaction product. The product is: [C:31]([C:2]1[CH:3]=[CH:4][C:5]([CH:8]2[C:12]3[CH:13]=[C:14]([NH:19][C:20](=[O:26])[CH2:21][C:22]([CH3:24])([CH3:23])[CH3:25])[C:15]([CH3:18])=[C:16]([CH3:17])[C:11]=3[O:10][C:9]2([CH3:28])[CH3:27])=[CH:6][CH:7]=1)(=[O:33])[CH3:32]. (2) Given the reactants [Cl:1][C:2]1[CH:7]=[CH:6][C:5]([S:8]([NH:11][C@H:12]2[CH2:16][CH2:15][CH2:14][C@H:13]2[C:17]([NH2:19])=[O:18])(=[O:10])=[O:9])=[CH:4][CH:3]=1.Br[CH2:21][C:22]1[CH:29]=[CH:28][C:25]([C:26]#[N:27])=[CH:24][CH:23]=1, predict the reaction product. The product is: [Cl:1][C:2]1[CH:7]=[CH:6][C:5]([S:8]([N:11]([CH2:21][C:22]2[CH:29]=[CH:28][C:25]([C:26]#[N:27])=[CH:24][CH:23]=2)[C@H:12]2[CH2:16][CH2:15][CH2:14][C@H:13]2[C:17]([NH2:19])=[O:18])(=[O:9])=[O:10])=[CH:4][CH:3]=1. (3) Given the reactants [C:1]([O:5][C:6]([N:8]1[CH2:13][CH2:12][CH:11]([C:14]([OH:16])=[O:15])[CH2:10][CH2:9]1)=[O:7])([CH3:4])([CH3:3])[CH3:2].[CH2:17](Br)[C:18]1[CH:23]=[CH:22][CH:21]=[CH:20][CH:19]=1.C(=O)([O-])[O-].[K+].[K+].C(OCC)(=O)C, predict the reaction product. The product is: [C:1]([O:5][C:6]([N:8]1[CH2:13][CH2:12][CH:11]([C:14]([O:16][CH2:17][C:18]2[CH:23]=[CH:22][CH:21]=[CH:20][CH:19]=2)=[O:15])[CH2:10][CH2:9]1)=[O:7])([CH3:4])([CH3:2])[CH3:3]. (4) Given the reactants [CH3:1]/C(/CCCCC(C1C=CC2C(=CC=CC=2)C=1)=O)=C/C(O)=O.C1(N[C:30](=[O:51])[CH2:31][CH2:32][CH2:33][CH2:34][CH2:35][CH2:36][C:37]([C:39]2[CH:44]=[CH:43][C:42]([C:45]3[CH:50]=[CH:49][CH:48]=[CH:47][CH:46]=3)=CC=2)=[O:38])C=CC=CC=1.[C:52]1([NH2:59])[CH:57]=[CH:56][CH:55]=[CH:54][C:53]=1[NH2:58].NC1C=CC=CC=1, predict the reaction product. The product is: [NH2:58][C:53]1[CH:54]=[CH:55][CH:56]=[CH:57][C:52]=1[NH:59][C:30](=[O:51])/[CH:31]=[C:32](/[CH3:1])\[CH2:33][CH2:34][CH2:35][CH2:36][C:37]([C:39]1[C:46]2[C:45](=[CH:50][CH:49]=[CH:48][CH:47]=2)[CH:42]=[CH:43][CH:44]=1)=[O:38]. (5) Given the reactants [Br:1][C:2]1[CH:7]=[CH:6][C:5]([CH2:8][C:9]([OH:11])=O)=[CH:4][CH:3]=1.S(Cl)(Cl)=O.[CH3:16][NH:17][CH2:18][CH2:19][N:20]1[CH2:25][CH2:24][CH2:23][CH2:22][CH2:21]1.C(N(CC)CC)C, predict the reaction product. The product is: [Br:1][C:2]1[CH:3]=[CH:4][C:5]([CH2:8][C:9]([N:17]([CH2:18][CH2:19][N:20]2[CH2:25][CH2:24][CH2:23][CH2:22][CH2:21]2)[CH3:16])=[O:11])=[CH:6][CH:7]=1. (6) Given the reactants [ClH:1].[CH3:2][C:3]1[CH:4]=[CH:5][CH:6]=[CH:7][C:8]=1[O:9][C@@H:10]([C:15]1[CH:16]=[CH:17][CH:18]=[CH:19][CH:20]=1)[CH2:11][CH2:12][NH:13][CH3:14], predict the reaction product. The product is: [CH3:2][C:3]1[CH:4]=[CH:5][CH:6]=[CH:7][C:8]=1[O:9][C@@H:10]([C:15]1[CH:20]=[CH:19][CH:18]=[CH:17][CH:16]=1)[CH2:11][CH2:12][NH:13][CH3:14].[ClH:1]. (7) Given the reactants C(OC([N:8]1[C:16]2[C:11](=[CH:12][CH:13]=[C:14]([Cl:17])[CH:15]=2)/[C:10](=[CH:18]/[C:19]2[CH:24]=[C:23]([Cl:25])[C:22]([F:26])=[CH:21][C:20]=2[O:27][CH3:28])/[C:9]1=[O:29])=O)(C)(C)C.[F:30][C:31]1[CH:32]=[CH:33][C:34]([CH3:46])=[C:35]([CH:37]=[N:38][C:39]([O:41][Si](C)(C)C)=[CH2:40])[CH:36]=1, predict the reaction product. The product is: [Cl:17][C:14]1[CH:15]=[C:16]2[NH:8][C:9](=[O:29])[C:10]3([CH:18]([C:19]4[CH:24]=[C:23]([Cl:25])[C:22]([F:26])=[CH:21][C:20]=4[O:27][CH3:28])[CH2:40][C:39](=[O:41])[NH:38][CH:37]3[C:35]3[CH:36]=[C:31]([F:30])[CH:32]=[CH:33][C:34]=3[CH3:46])[C:11]2=[CH:12][CH:13]=1.